Dataset: Forward reaction prediction with 1.9M reactions from USPTO patents (1976-2016). Task: Predict the product of the given reaction. (1) Given the reactants [CH2:1]([S:3][C:4]1[C:13]([C:14]([O:16]CC)=[O:15])=[C:12]([CH3:19])[C:11]2[C:6](=[CH:7][N:8]=[CH:9][CH:10]=2)[N:5]=1)[CH3:2].O[Li].O, predict the reaction product. The product is: [CH2:1]([S:3][C:4]1[C:13]([C:14]([OH:16])=[O:15])=[C:12]([CH3:19])[C:11]2[C:6](=[CH:7][N:8]=[CH:9][CH:10]=2)[N:5]=1)[CH3:2]. (2) Given the reactants [F:1][C:2]1[CH:7]=[CH:6][C:5]([CH2:8][C:9]2[CH:18]=[C:17]3[C:12]([C:13]([OH:28])=[C:14]([C:21]([NH:23][C@@H:24]([CH3:27])[CH2:25][OH:26])=[O:22])[C:15](=[O:20])[N:16]3[CH3:19])=[N:11][CH:10]=2)=[CH:4][CH:3]=1.[OH-].[Na+:30], predict the reaction product. The product is: [F:1][C:2]1[CH:7]=[CH:6][C:5]([CH2:8][C:9]2[CH:18]=[C:17]3[C:12]([C:13]([O-:28])=[C:14]([C:21]([NH:23][C@@H:24]([CH3:27])[CH2:25][OH:26])=[O:22])[C:15](=[O:20])[N:16]3[CH3:19])=[N:11][CH:10]=2)=[CH:4][CH:3]=1.[Na+:30]. (3) Given the reactants [N+:1]([O-:4])(O)=[O:2].[S:5]1(=[O:15])(=[O:14])[C:9]2[CH:10]=[CH:11][CH:12]=[CH:13][C:8]=2[CH:7]=[CH:6]1, predict the reaction product. The product is: [N+:1]([C:11]1[CH:12]=[CH:13][C:8]2[CH:7]=[CH:6][S:5](=[O:15])(=[O:14])[C:9]=2[CH:10]=1)([O-:4])=[O:2]. (4) Given the reactants [CH3:1][O:2][C:3]1[CH:4]=[C:5]2[C:10](=[CH:11][C:12]=1[O:13][CH3:14])[N:9]=[CH:8][N:7]=[C:6]2[O:15][C:16]1[CH:22]=[CH:21][C:19]([NH2:20])=[CH:18][CH:17]=1.C1(C)C=CC=CC=1.C(N(CC)CC)C.Cl[C:38](Cl)([O:40][C:41](=[O:47])OC(Cl)(Cl)Cl)Cl.[C:49]([C:53]1[CH:58]=[CH:57][C:56]([S:59][CH2:60][CH2:61]CO)=[CH:55][CH:54]=1)([CH3:52])([CH3:51])[CH3:50], predict the reaction product. The product is: [CH3:1][O:2][C:3]1[CH:4]=[C:5]2[C:10](=[CH:11][C:12]=1[O:13][CH3:14])[N:9]=[CH:8][N:7]=[C:6]2[O:15][C:16]1[CH:22]=[CH:21][C:19]([NH:20][C:41](=[O:47])[O:40][CH2:38][CH2:61][CH2:60][S:59][C:56]2[CH:57]=[CH:58][C:53]([C:49]([CH3:50])([CH3:52])[CH3:51])=[CH:54][CH:55]=2)=[CH:18][CH:17]=1. (5) Given the reactants [Cl:1][C:2]1[CH:8]=[CH:7][C:5]([NH2:6])=[CH:4][C:3]=1[N+:9]([O-:11])=[O:10].[C:12](O[C:12]([O:14][C:15]([CH3:18])([CH3:17])[CH3:16])=[O:13])([O:14][C:15]([CH3:18])([CH3:17])[CH3:16])=[O:13], predict the reaction product. The product is: [Cl:1][C:2]1[CH:8]=[CH:7][C:5]([NH:6][C:12](=[O:13])[O:14][C:15]([CH3:18])([CH3:17])[CH3:16])=[CH:4][C:3]=1[N+:9]([O-:11])=[O:10]. (6) Given the reactants COC(=O)COC1C=C(OC)C(SCCC=O)=CC=1C.C(NCC)C1C=CC=CC=1.C[O:32][C:33](=[O:64])[CH2:34][O:35][C:36]1[CH:41]=[C:40]([O:42][CH3:43])[C:39]([S:44][CH2:45][CH2:46][CH2:47][N:48]([CH2:61][CH3:62])[C:49]2[CH:54]=[CH:53][C:52]([C:55]3[CH:60]=[CH:59]C=CC=3)=CN=2)=[CH:38][C:37]=1[CH3:63], predict the reaction product. The product is: [CH2:49]([N:48]([CH2:61][CH3:62])[CH2:47][CH2:46][CH2:45][S:44][C:39]1[C:40]([O:42][CH3:43])=[CH:41][C:36]([O:35][CH2:34][C:33]([OH:32])=[O:64])=[C:37]([CH3:63])[CH:38]=1)[C:54]1[CH:53]=[CH:52][CH:55]=[CH:60][CH:59]=1. (7) The product is: [Cl:19][C:20]1[CH:25]=[CH:24][C:23]([C:26]2[N:30]([CH2:31][C:32]3[CH:33]=[C:34]([C:38]([O:40][CH3:41])=[O:39])[CH:35]=[CH:36][CH:37]=3)[C:29](=[O:42])[N:28]([CH2:43][C:44]3[NH:12][C:11]([CH2:10][C:5]4[CH:6]=[CH:7][CH:8]=[CH:9][C:4]=4[C:3]([F:14])([F:15])[F:2])=[N:13][N:46]=3)[N:27]=2)=[CH:22][CH:21]=1. Given the reactants Br.[F:2][C:3]([F:15])([F:14])[C:4]1[CH:9]=[CH:8][CH:7]=[CH:6][C:5]=1[CH2:10][C:11](=[NH:13])[NH2:12].C[O-].[Na+].[Cl:19][C:20]1[CH:25]=[CH:24][C:23]([C:26]2[N:30]([CH2:31][C:32]3[CH:33]=[C:34]([C:38]([O:40][CH3:41])=[O:39])[CH:35]=[CH:36][CH:37]=3)[C:29](=[O:42])[N:28]([CH2:43][C:44]([NH:46]N)=O)[N:27]=2)=[CH:22][CH:21]=1, predict the reaction product. (8) Given the reactants Cl[C:2]1[N:3]=[C:4]([OH:13])[C:5]2[CH:11]=[CH:10][N:9]=[C:8]([Cl:12])[C:6]=2[N:7]=1.[NH:14]1[CH2:19][CH2:18][O:17][CH2:16][CH2:15]1, predict the reaction product. The product is: [Cl:12][C:8]1[C:6]2[N:7]=[C:2]([N:14]3[CH2:19][CH2:18][O:17][CH2:16][CH2:15]3)[N:3]=[C:4]([OH:13])[C:5]=2[CH:11]=[CH:10][N:9]=1. (9) Given the reactants [N+:1]([C:4]1[CH:26]=[CH:25][C:7]([O:8][CH2:9][CH2:10][CH2:11][N:12]2[CH2:17][CH2:16][N:15]([C:18]([O:20][C:21]([CH3:24])([CH3:23])[CH3:22])=[O:19])[CH2:14][CH2:13]2)=[CH:6][C:5]=1[C:27]([F:30])([F:29])[F:28])([O-])=O.C([O-])=O.[NH4+].C1(C)C=CC=CC=1, predict the reaction product. The product is: [NH2:1][C:4]1[CH:26]=[CH:25][C:7]([O:8][CH2:9][CH2:10][CH2:11][N:12]2[CH2:17][CH2:16][N:15]([C:18]([O:20][C:21]([CH3:24])([CH3:22])[CH3:23])=[O:19])[CH2:14][CH2:13]2)=[CH:6][C:5]=1[C:27]([F:29])([F:30])[F:28]. (10) Given the reactants BrC1C(N2CCN(C(NC3C=CC=CC=3)=O)CC2)=C2N=C(C3C=CC(N(C)C)=CC=3)NC2=NC=1.[Br:35][C:36]1[C:37]([N:46]2[CH2:51][CH2:50][N:49]([CH:52]([C:54]3[CH:59]=[CH:58][CH:57]=[CH:56][N:55]=3)[CH3:53])[CH2:48][CH2:47]2)=[C:38]([N+:43]([O-])=O)[C:39]([NH2:42])=[N:40][CH:41]=1.[O-]S(S([O-])=O)=O.[Na+].[Na+].[CH3:68][O:69][C:70]1[CH:75]=[CH:74][C:73]([CH:76]=O)=[CH:72][CH:71]=1, predict the reaction product. The product is: [Br:35][C:36]1[C:37]([N:46]2[CH2:51][CH2:50][N:49]([CH:52]([C:54]3[CH:59]=[CH:58][CH:57]=[CH:56][N:55]=3)[CH3:53])[CH2:48][CH2:47]2)=[C:38]2[N:43]=[C:76]([C:73]3[CH:74]=[CH:75][C:70]([O:69][CH3:68])=[CH:71][CH:72]=3)[NH:42][C:39]2=[N:40][CH:41]=1.